This data is from NCI-60 drug combinations with 297,098 pairs across 59 cell lines. The task is: Regression. Given two drug SMILES strings and cell line genomic features, predict the synergy score measuring deviation from expected non-interaction effect. Drug 1: C1CCC(C1)C(CC#N)N2C=C(C=N2)C3=C4C=CNC4=NC=N3. Drug 2: CC=C1C(=O)NC(C(=O)OC2CC(=O)NC(C(=O)NC(CSSCCC=C2)C(=O)N1)C(C)C)C(C)C. Cell line: HOP-92. Synergy scores: CSS=9.01, Synergy_ZIP=-3.06, Synergy_Bliss=-4.37, Synergy_Loewe=-32.0, Synergy_HSA=-3.75.